This data is from Full USPTO retrosynthesis dataset with 1.9M reactions from patents (1976-2016). The task is: Predict the reactants needed to synthesize the given product. (1) The reactants are: [CH3:1][O:2][C:3]1[CH:8]=[CH:7][C:6]([C:9]2[C:13](Br)=[CH:12][N:11]([CH3:15])[N:10]=2)=[CH:5][C:4]=1[CH3:16].O1CCOC[CH2:18]1.CB(O)O.P([O-])([O-])([O-])=O.[K+].[K+].[K+]. Given the product [CH3:1][O:2][C:3]1[CH:8]=[CH:7][C:6]([C:9]2[C:13]([CH3:18])=[CH:12][N:11]([CH3:15])[N:10]=2)=[CH:5][C:4]=1[CH3:16], predict the reactants needed to synthesize it. (2) Given the product [Cl:1][C:2]1[CH:3]=[N:4][CH:5]=[CH:6][C:7]=1[C@@H:8]([NH:10][C:40]([C:36]1[CH:35]=[C:34]2[C:39](=[CH:38][CH:37]=1)[N:31]([CH2:30][C:27]1[CH:26]=[CH:25][C:24]([C:19]3[C:18]([C:16]([OH:17])=[O:15])=[CH:23][CH:22]=[CH:21][CH:20]=3)=[CH:29][CH:28]=1)[C:32]([CH3:44])=[C:33]2[CH3:43])=[O:41])[CH3:9], predict the reactants needed to synthesize it. The reactants are: [Cl:1][C:2]1[CH:3]=[N:4][CH:5]=[CH:6][C:7]=1[C@@H:8]([NH2:10])[CH3:9].C([O:15][C:16]([C:18]1[CH:23]=[CH:22][CH:21]=[CH:20][C:19]=1[C:24]1[CH:29]=[CH:28][C:27]([CH2:30][N:31]2[C:39]3[C:34](=[CH:35][C:36]([C:40](O)=[O:41])=[CH:37][CH:38]=3)[C:33]([CH3:43])=[C:32]2[CH3:44])=[CH:26][CH:25]=1)=[O:17])(C)(C)C. (3) Given the product [Cl:27][C:28]1[CH:50]=[CH:49][C:31]([CH2:32][N:33]([CH2:45][CH2:46][O:47][CH3:48])[C:34]2[CH:41]=[CH:40][C:37]([CH:38]=[CH2:2])=[CH:36][C:35]=2[N+:42]([O-:44])=[O:43])=[CH:30][CH:29]=1, predict the reactants needed to synthesize it. The reactants are: [I-].[CH3:2][P+](C1C=CC=CC=1)(C1C=CC=CC=1)C1C=CC=CC=1.[Li]CCCC.[Cl:27][C:28]1[CH:50]=[CH:49][C:31]([CH2:32][N:33]([CH2:45][CH2:46][O:47][CH3:48])[C:34]2[CH:41]=[CH:40][C:37]([CH:38]=O)=[CH:36][C:35]=2[N+:42]([O-:44])=[O:43])=[CH:30][CH:29]=1. (4) The reactants are: [Cl:1][C:2]1[CH:7]=[CH:6][C:5]([C:8](=[C:12]2[C:20]3[C:15](=[CH:16][CH:17]=[CH:18][CH:19]=3)[N:14]([CH2:21][C:22]3[CH:23]=[C:24]([CH:28]=[CH:29][CH:30]=3)[C:25](O)=[O:26])[C:13]2=[O:31])[CH:9]([CH3:11])[CH3:10])=[CH:4][CH:3]=1.Cl.CN(C)CCCN=C=NCC.[CH3:44][S:45]([NH2:48])(=[O:47])=[O:46]. Given the product [Cl:1][C:2]1[CH:7]=[CH:6][C:5]([C:8](=[C:12]2[C:20]3[C:15](=[CH:16][CH:17]=[CH:18][CH:19]=3)[N:14]([CH2:21][C:22]3[CH:23]=[C:24]([CH:28]=[CH:29][CH:30]=3)[C:25]([NH:48][S:45]([CH3:44])(=[O:47])=[O:46])=[O:26])[C:13]2=[O:31])[CH:9]([CH3:10])[CH3:11])=[CH:4][CH:3]=1, predict the reactants needed to synthesize it. (5) Given the product [OH:52][CH:9]1[CH2:4][N:3]([C:12]2[N:11]([CH3:10])[C:16](=[O:17])[C:15]3[C:18]([C:39]4[CH:44]=[CH:43][CH:42]=[CH:41][CH:40]=4)=[C:19]([C:21]4[CH:22]=[CH:23][C:24]([C:27]5([NH:31][C:32](=[O:38])[O:33][C:34]([CH3:36])([CH3:37])[CH3:35])[CH2:30][CH2:29][CH2:28]5)=[CH:25][CH:26]=4)[O:20][C:14]=3[N:13]=2)[CH2:7]1, predict the reactants needed to synthesize it. The reactants are: CC[N:3]([CH:7]([CH3:9])C)[CH:4](C)C.[CH3:10][N:11]1[C:16](=[O:17])[C:15]2[C:18]([C:39]3[CH:44]=[CH:43][CH:42]=[CH:41][CH:40]=3)=[C:19]([C:21]3[CH:26]=[CH:25][C:24]([C:27]4([NH:31][C:32](=[O:38])[O:33][C:34]([CH3:37])([CH3:36])[CH3:35])[CH2:30][CH2:29][CH2:28]4)=[CH:23][CH:22]=3)[O:20][C:14]=2[N:13]=[C:12]1S(C)(=O)=O.C1C[O:52]CC1.